This data is from Full USPTO retrosynthesis dataset with 1.9M reactions from patents (1976-2016). The task is: Predict the reactants needed to synthesize the given product. (1) Given the product [CH2:35]([N:11]1[C:10]2[CH:9]=[C:8]([C:5]3[CH:6]=[CH:7][C:2]([F:1])=[CH:3][C:4]=3[O:32][CH3:33])[S:16][C:15]=2[C:14](=[O:17])[N:13]([CH:18]2[CH2:23][CH2:22][N:21]([C:24]([O:26][C:27]([CH3:28])([CH3:29])[CH3:30])=[O:25])[CH2:20][CH2:19]2)[C:12]1=[O:31])[C:36]1[CH:41]=[CH:40][CH:39]=[CH:38][CH:37]=1, predict the reactants needed to synthesize it. The reactants are: [F:1][C:2]1[CH:7]=[CH:6][C:5]([C:8]2[S:16][C:15]3[C:14](=[O:17])[N:13]([CH:18]4[CH2:23][CH2:22][N:21]([C:24]([O:26][C:27]([CH3:30])([CH3:29])[CH3:28])=[O:25])[CH2:20][CH2:19]4)[C:12](=[O:31])[NH:11][C:10]=3[CH:9]=2)=[C:4]([O:32][CH3:33])[CH:3]=1.Br[CH2:35][C:36]1[CH:41]=[CH:40][CH:39]=[CH:38][CH:37]=1.C(=O)([O-])[O-].[K+].[K+]. (2) Given the product [CH3:1][O:2][C:3]([C:5]1[C:10]([Cl:11])=[C:9]([NH2:12])[N:8]=[C:7]([C:18]2[CH:19]=[CH:20][C:15]([Cl:14])=[CH:16][C:17]=2[F:24])[N:6]=1)=[O:4], predict the reactants needed to synthesize it. The reactants are: [CH3:1][O:2][C:3]([C:5]1[C:10]([Cl:11])=[C:9]([NH2:12])[N:8]=[C:7](Cl)[N:6]=1)=[O:4].[Cl:14][C:15]1[CH:20]=[CH:19][C:18](B(O)O)=[C:17]([F:24])[CH:16]=1.[F-].[Cs+]. (3) The reactants are: Br[C:2]1[N:17]=[C:5]2[CH:6]([C:10]3[CH:15]=[CH:14][C:13]([F:16])=[CH:12][CH:11]=3)[CH2:7][CH2:8][CH2:9][N:4]2[N:3]=1.[CH3:18][O:19][C:20]1[CH:21]=[C:22]([NH2:33])[CH:23]=[CH:24][C:25]=1[C:26]1[CH:31]=[CH:30][N:29]=[C:28]([CH3:32])[CH:27]=1. Given the product [F:16][C:13]1[CH:14]=[CH:15][C:10]([CH:6]2[CH2:7][CH2:8][CH2:9][N:4]3[N:3]=[C:2]([NH:33][C:22]4[CH:23]=[CH:24][C:25]([C:26]5[CH:31]=[CH:30][N:29]=[C:28]([CH3:32])[CH:27]=5)=[C:20]([O:19][CH3:18])[CH:21]=4)[N:17]=[C:5]23)=[CH:11][CH:12]=1, predict the reactants needed to synthesize it. (4) Given the product [CH3:22][O:21][C:18]1[CH:17]=[CH:16][C:15]([CH2:14][N:11]2[C:12]3[N:13]=[C:4]([CH:3]=[O:2])[CH:5]=[CH:6][C:7]=3[C:8]3=[N:26][CH:25]=[N:24][N:9]3[C:10]2=[O:23])=[CH:20][CH:19]=1, predict the reactants needed to synthesize it. The reactants are: C[O:2][CH:3](OC)[C:4]1[CH:5]=[CH:6][C:7]2[C:8]3[N:9]([N:24]=[CH:25][N:26]=3)[C:10](=[O:23])[N:11]([CH2:14][C:15]3[CH:20]=[CH:19][C:18]([O:21][CH3:22])=[CH:17][CH:16]=3)[C:12]=2[N:13]=1.O1CCCC1.Cl.C(=O)(O)[O-].[Na+].